From a dataset of Catalyst prediction with 721,799 reactions and 888 catalyst types from USPTO. Predict which catalyst facilitates the given reaction. Reactant: [C:1]([O:5][C:6]([N:8]1[CH2:12][CH2:11][CH:10]([C:13]([OH:15])=[O:14])[CH2:9]1)=[O:7])([CH3:4])([CH3:3])[CH3:2].C(=O)([O-])[O-].[K+].[K+].Br[C:23]([F:27])([F:26])[CH:24]=[CH2:25].O. Product: [F:26][C:23]([F:27])=[CH:24][CH2:25][O:14][C:13]([CH:10]1[CH2:11][CH2:12][N:8]([C:6]([O:5][C:1]([CH3:4])([CH3:2])[CH3:3])=[O:7])[CH2:9]1)=[O:15]. The catalyst class is: 9.